From a dataset of Peptide-MHC class II binding affinity with 134,281 pairs from IEDB. Regression. Given a peptide amino acid sequence and an MHC pseudo amino acid sequence, predict their binding affinity value. This is MHC class II binding data. (1) The peptide sequence is KYKTFEAAFTVSSKR. The MHC is DRB1_1001 with pseudo-sequence DRB1_1001. The binding affinity (normalized) is 1.00. (2) The peptide sequence is KKGAGGITIKKTGQA. The MHC is HLA-DQA10102-DQB10502 with pseudo-sequence HLA-DQA10102-DQB10502. The binding affinity (normalized) is 0.124. (3) The peptide sequence is TTLLRALGAQKEAIS. The MHC is DRB1_0101 with pseudo-sequence DRB1_0101. The binding affinity (normalized) is 0.728. (4) The binding affinity (normalized) is 0.249. The MHC is HLA-DQA10201-DQB10202 with pseudo-sequence HLA-DQA10201-DQB10202. The peptide sequence is TPGQCNMVVERLGDY. (5) The peptide sequence is HGITDVHPLYSRRLPKGVKH. The MHC is DRB1_1001 with pseudo-sequence DRB1_1001. The binding affinity (normalized) is 0. (6) The peptide sequence is GELQIVDKIDAAFKI. The MHC is HLA-DPA10103-DPB10301 with pseudo-sequence HLA-DPA10103-DPB10301. The binding affinity (normalized) is 0.153.